From a dataset of NCI-60 drug combinations with 297,098 pairs across 59 cell lines. Regression. Given two drug SMILES strings and cell line genomic features, predict the synergy score measuring deviation from expected non-interaction effect. (1) Synergy scores: CSS=81.9, Synergy_ZIP=0.111, Synergy_Bliss=-2.50, Synergy_Loewe=-2.85, Synergy_HSA=-0.00343. Drug 1: CNC(=O)C1=CC=CC=C1SC2=CC3=C(C=C2)C(=NN3)C=CC4=CC=CC=N4. Drug 2: CNC(=O)C1=NC=CC(=C1)OC2=CC=C(C=C2)NC(=O)NC3=CC(=C(C=C3)Cl)C(F)(F)F. Cell line: SR. (2) Drug 1: C1=CN(C(=O)N=C1N)C2C(C(C(O2)CO)O)O.Cl. Drug 2: C1=NC2=C(N=C(N=C2N1C3C(C(C(O3)CO)O)F)Cl)N. Cell line: HCT116. Synergy scores: CSS=57.5, Synergy_ZIP=6.08, Synergy_Bliss=8.81, Synergy_Loewe=-1.31, Synergy_HSA=9.57. (3) Drug 1: C(=O)(N)NO. Drug 2: C(CN)CNCCSP(=O)(O)O. Cell line: K-562. Synergy scores: CSS=-0.674, Synergy_ZIP=2.45, Synergy_Bliss=4.98, Synergy_Loewe=0.194, Synergy_HSA=0.719. (4) Drug 1: CCCS(=O)(=O)NC1=C(C(=C(C=C1)F)C(=O)C2=CNC3=C2C=C(C=N3)C4=CC=C(C=C4)Cl)F. Drug 2: C1=NC2=C(N1)C(=S)N=CN2. Cell line: HT29. Synergy scores: CSS=43.4, Synergy_ZIP=-5.58, Synergy_Bliss=-7.55, Synergy_Loewe=-9.69, Synergy_HSA=-4.56. (5) Drug 1: C1C(C(OC1N2C=NC3=C(N=C(N=C32)Cl)N)CO)O. Drug 2: CCN(CC)CCCC(C)NC1=C2C=C(C=CC2=NC3=C1C=CC(=C3)Cl)OC. Cell line: OVCAR-8. Synergy scores: CSS=49.4, Synergy_ZIP=-7.07, Synergy_Bliss=-6.25, Synergy_Loewe=-3.59, Synergy_HSA=-0.908.